Dataset: Forward reaction prediction with 1.9M reactions from USPTO patents (1976-2016). Task: Predict the product of the given reaction. (1) The product is: [I:1][C:2]1[CH:7]=[CH:6][N:5]=[C:4]([O:8][CH3:9])[C:3]=1[CH2:10][O:11][CH2:12][O:13][CH3:14]. Given the reactants [I:1][C:2]1[CH:7]=[CH:6][N:5]=[C:4]([O:8][CH3:9])[C:3]=1[CH2:10][OH:11].[CH2:12](Cl)[O:13][CH3:14].C(N(C(C)C)C(C)C)C, predict the reaction product. (2) Given the reactants [Br:1][C:2]1[CH:10]=[CH:9][C:5]([C:6]([OH:8])=[O:7])=[C:4]([O:11][CH2:12][CH:13]([CH3:15])[CH3:14])[CH:3]=1.[C:16](=O)([O-])[O-].[K+].[K+].IC, predict the reaction product. The product is: [Br:1][C:2]1[CH:10]=[CH:9][C:5]([C:6]([O:8][CH3:16])=[O:7])=[C:4]([O:11][CH2:12][CH:13]([CH3:15])[CH3:14])[CH:3]=1.